From a dataset of Forward reaction prediction with 1.9M reactions from USPTO patents (1976-2016). Predict the product of the given reaction. Given the reactants CS(C)=O.C(Cl)(=O)C(Cl)=O.C(N(CC)CC)C.[OH:18][CH:19]([C:28]1[CH:29]=[C:30]2[C:34](=[CH:35][CH:36]=1)[N:33]([Si:37]([CH:44]([CH3:46])[CH3:45])([CH:41]([CH3:43])[CH3:42])[CH:38]([CH3:40])[CH3:39])[N:32]=[CH:31]2)[C:20]1[CH:27]=[CH:26][CH:25]=[CH:24][C:21]=1[C:22]#[N:23], predict the reaction product. The product is: [CH3:43][CH:41]([Si:37]([CH:44]([CH3:46])[CH3:45])([CH:38]([CH3:40])[CH3:39])[N:33]1[C:34]2[C:30](=[CH:29][C:28]([C:19]([C:20]3[CH:27]=[CH:26][CH:25]=[CH:24][C:21]=3[C:22]#[N:23])=[O:18])=[CH:36][CH:35]=2)[CH:31]=[N:32]1)[CH3:42].